From a dataset of Reaction yield outcomes from USPTO patents with 853,638 reactions. Predict the reaction yield, written as a fraction of the theoretical maximum amount of product (1.0 means a 100% yield; for example, 0.34 means a 34% yield). The reactants are [CH3:1][C:2]1[CH:7]=[CH:6][CH:5]=[CH:4][C:3]=1B(O)O.Br[C:12]1[CH:18]=[CH:17][CH:16]=[CH:15][C:13]=1[NH2:14].C1(P(C2C=CC=CC=2)C2C=CC=CC=2)C=CC=CC=1.C(=O)([O-])[O-].[K+].[K+]. The catalyst is C([O-])(=O)C.[Pd+2].C([O-])(=O)C.COCCOC. The product is [NH2:14][C:13]1[CH:15]=[CH:16][CH:17]=[CH:18][C:12]=1[C:3]1[CH:4]=[CH:5][CH:6]=[CH:7][C:2]=1[CH3:1]. The yield is 0.848.